Dataset: Forward reaction prediction with 1.9M reactions from USPTO patents (1976-2016). Task: Predict the product of the given reaction. (1) The product is: [Cl:2][C:3]1[CH:8]=[CH:7][C:6]([CH:9]([NH2:16])[CH2:10][C:11]2[S:12][CH:13]=[CH:14][N:15]=2)=[CH:5][CH:4]=1. Given the reactants Cl.[Cl:2][C:3]1[CH:8]=[CH:7][C:6](/[C:9](/[NH2:16])=[CH:10]/[C:11]2[S:12][CH:13]=[CH:14][N:15]=2)=[CH:5][CH:4]=1.CC1C(Br)=C(O)C(Br)=CC=1C1(C2C=C(Br)C(O)=C(Br)C=2C)OS(=O)(=O)C2C=CC=CC1=2.C([BH3-])#N.[Na+], predict the reaction product. (2) Given the reactants [CH:1]1([N:5]2[CH2:11][CH2:10][C:9]3[CH:12]=[C:13]([OH:16])[CH:14]=[CH:15][C:8]=3[CH2:7][CH2:6]2)[CH2:4][CH2:3][CH2:2]1.Cl[C:18]1[N:23]=[CH:22][C:21]([C:24](=[O:26])[CH3:25])=[CH:20][CH:19]=1, predict the reaction product. The product is: [CH:1]1([N:5]2[CH2:6][CH2:7][C:8]3[CH:15]=[CH:14][C:13]([O:16][C:18]4[N:23]=[CH:22][C:21]([C:24](=[O:26])[CH3:25])=[CH:20][CH:19]=4)=[CH:12][C:9]=3[CH2:10][CH2:11]2)[CH2:4][CH2:3][CH2:2]1. (3) Given the reactants [C:1](=[O:4])([O-])[O-].[K+].[K+].[CH3:7][O:8][C:9]1[N:10]=[C:11]2[C:16](=[CH:17][CH:18]=1)[N:15]=[CH:14][C:13](O)=[CH:12]2.IC.C(OCC)(=O)C, predict the reaction product. The product is: [CH3:7][O:8][C:9]1[CH:18]=[CH:17][C:16]2[C:11](=[CH:12][C:13]([O:4][CH3:1])=[CH:14][N:15]=2)[N:10]=1. (4) Given the reactants [O:1]1[C:5]2[CH:6]=[CH:7][C:8]([CH2:10][CH2:11][N:12]3[CH2:16][CH2:15][CH:14]([C:17]([C:27]4[CH:32]=[CH:31][CH:30]=[CH:29][CH:28]=4)([C:21]4[CH:26]=[CH:25][CH:24]=[CH:23][CH:22]=4)[C:18]([NH2:20])=[O:19])[CH2:13]3)=[CH:9][C:4]=2[CH:3]=[CH:2]1.C(O)CCC.Br, predict the reaction product. The product is: [O:1]1[C:5]2[CH:6]=[CH:7][C:8]([CH2:10][CH2:11][N:12]3[CH2:16][CH2:15][C@@H:14]([C:17]([C:27]4[CH:28]=[CH:29][CH:30]=[CH:31][CH:32]=4)([C:21]4[CH:26]=[CH:25][CH:24]=[CH:23][CH:22]=4)[C:18]([NH2:20])=[O:19])[CH2:13]3)=[CH:9][C:4]=2[CH2:3][CH2:2]1. (5) Given the reactants [OH-].[Li+].[Br:3][C:4]1[CH:9]=[CH:8][C:7]([N:10]2[CH2:15][CH2:14][CH2:13][C@H:12]([NH:16][C:17](=[O:24])[CH2:18][C:19]([O:21]CC)=[O:20])[CH2:11]2)=[C:6]([F:25])[CH:5]=1, predict the reaction product. The product is: [Br:3][C:4]1[CH:9]=[CH:8][C:7]([N:10]2[CH2:15][CH2:14][CH2:13][C@H:12]([NH:16][C:17](=[O:24])[CH2:18][C:19]([OH:21])=[O:20])[CH2:11]2)=[C:6]([F:25])[CH:5]=1. (6) Given the reactants [F:1][C:2]1[CH:7]=[CH:6][C:5]([CH:8]2[N:12]([S:13]([C:16]3[CH:21]=[CH:20][C:19]([CH3:22])=[CH:18][CH:17]=3)(=[O:15])=[O:14])[CH:11]([CH2:23]O)[CH2:10][CH2:9]2)=[CH:4][CH:3]=1.S(Cl)([Cl:27])=O, predict the reaction product. The product is: [Cl:27][CH2:23][CH:11]1[CH2:10][CH2:9][CH:8]([C:5]2[CH:6]=[CH:7][C:2]([F:1])=[CH:3][CH:4]=2)[N:12]1[S:13]([C:16]1[CH:21]=[CH:20][C:19]([CH3:22])=[CH:18][CH:17]=1)(=[O:15])=[O:14]. (7) Given the reactants [NH2:1][C:2]1[NH:3][C:4](=[O:12])[C:5]2[S:10][C:9](=[O:11])[NH:8][C:6]=2[N:7]=1.C[Si](C)(C)Cl.O([Si](C)(C)C)S(C(F)(F)F)(=O)=O.C(O[CH:34]1[O:40][C@@H:39]([CH2:41][O:42][C:43](=[O:50])[C:44]2[CH:49]=[CH:48][CH:47]=[CH:46][CH:45]=2)[C@:37]([C:51](=[O:58])[C:52]2[CH:57]=[CH:56][CH:55]=[CH:54][CH:53]=2)([OH:38])[C@:35]1([C:59](=[O:66])[C:60]1[CH:65]=[CH:64][CH:63]=[CH:62][CH:61]=1)[OH:36])(=O)C.C(=O)(O)[O-].[Na+], predict the reaction product. The product is: [NH2:1][C:2]1[NH:3][C:4](=[O:12])[C:5]2[S:10][C:9](=[O:11])[N:8]([C@H:34]3[O:40][C@@H:39]([CH2:41][O:42][C:43](=[O:50])[C:44]4[CH:49]=[CH:48][CH:47]=[CH:46][CH:45]=4)[C@:37]([C:51](=[O:58])[C:52]4[CH:53]=[CH:54][CH:55]=[CH:56][CH:57]=4)([OH:38])[C@:35]3([C:59](=[O:66])[C:60]3[CH:61]=[CH:62][CH:63]=[CH:64][CH:65]=3)[OH:36])[C:6]=2[N:7]=1. (8) The product is: [CH:33]1([N:39]([CH2:40][CH3:41])[C:8]([NH:10][C:11]2[C:12]3[CH2:13][CH2:14][CH2:15][CH:16]([C:21]4[N:22]=[CH:23][NH:24][CH:25]=4)[C:17]=3[CH:18]=[CH:19][CH:20]=2)=[O:9])[CH2:38][CH2:37][CH2:36][CH2:35][CH2:34]1. Given the reactants O([C:8]([NH:10][C:11]1[CH:20]=[CH:19][CH:18]=[C:17]2[C:12]=1[CH2:13][CH2:14][CH2:15][CH:16]2[C:21]1[N:22]=[CH:23][N:24](C(OC(C)(C)C)=O)[CH:25]=1)=[O:9])C1C=CC=CC=1.[CH:33]1([NH:39][CH2:40][CH3:41])[CH2:38][CH2:37][CH2:36][CH2:35][CH2:34]1, predict the reaction product. (9) Given the reactants C[O-].[Na+].[C:4]([C:8]1[CH:12]=[C:11]([C:13]([NH2:15])=[NH:14])[O:10][N:9]=1)([CH3:7])([CH3:6])[CH3:5].[Cl:16][C:17]1[CH:22]=[CH:21][C:20]([S:23]([C:26]([CH3:32])([CH3:31])[C:27]([NH:29]N)=[O:28])(=[O:25])=[O:24])=[CH:19][CH:18]=1, predict the reaction product. The product is: [NH2:14][C:13](=[N:15][NH:29][C:27](=[O:28])[C:26]([S:23]([C:20]1[CH:21]=[CH:22][C:17]([Cl:16])=[CH:18][CH:19]=1)(=[O:24])=[O:25])([CH3:32])[CH3:31])[C:11]1[O:10][N:9]=[C:8]([C:4]([CH3:7])([CH3:5])[CH3:6])[CH:12]=1.